Dataset: Peptide-MHC class II binding affinity with 134,281 pairs from IEDB. Task: Regression. Given a peptide amino acid sequence and an MHC pseudo amino acid sequence, predict their binding affinity value. This is MHC class II binding data. (1) The peptide sequence is LRFRVPWISDTPYRV. The MHC is DRB1_0802 with pseudo-sequence DRB1_0802. The binding affinity (normalized) is 0.132. (2) The peptide sequence is GMFTNRSGSQ. The MHC is HLA-DPA10103-DPB10401 with pseudo-sequence HLA-DPA10103-DPB10401. The binding affinity (normalized) is 0. (3) The peptide sequence is LVQDDVIPANWKPDT. The MHC is HLA-DPA10201-DPB11401 with pseudo-sequence HLA-DPA10201-DPB11401. The binding affinity (normalized) is 0.0343. (4) The peptide sequence is PFSRIRDGLQYGWKT. The MHC is HLA-DQA10501-DQB10402 with pseudo-sequence HLA-DQA10501-DQB10402. The binding affinity (normalized) is 0.362. (5) The peptide sequence is VLIWVGINTRNMTMSK. The MHC is DRB1_0901 with pseudo-sequence DRB1_0901. The binding affinity (normalized) is 0.594. (6) The peptide sequence is EKGYFAATQFEPLAA. The MHC is DRB1_0101 with pseudo-sequence DRB1_0101. The binding affinity (normalized) is 0.519. (7) The peptide sequence is AGGAGGVGAVGGKGG. The MHC is DRB5_0101 with pseudo-sequence DRB5_0101. The binding affinity (normalized) is 0.120. (8) The peptide sequence is RSQPGLCNMYKDSHHPARTA. The MHC is HLA-DPA10201-DPB10501 with pseudo-sequence HLA-DPA10201-DPB10501. The binding affinity (normalized) is 0.331.